This data is from NCI-60 drug combinations with 297,098 pairs across 59 cell lines. The task is: Regression. Given two drug SMILES strings and cell line genomic features, predict the synergy score measuring deviation from expected non-interaction effect. (1) Drug 1: CN1CCC(CC1)COC2=C(C=C3C(=C2)N=CN=C3NC4=C(C=C(C=C4)Br)F)OC. Drug 2: CC1=C(C(=CC=C1)Cl)NC(=O)C2=CN=C(S2)NC3=CC(=NC(=N3)C)N4CCN(CC4)CCO. Cell line: COLO 205. Synergy scores: CSS=-3.96, Synergy_ZIP=3.06, Synergy_Bliss=5.92, Synergy_Loewe=-0.0761, Synergy_HSA=-2.06. (2) Drug 1: CS(=O)(=O)C1=CC(=C(C=C1)C(=O)NC2=CC(=C(C=C2)Cl)C3=CC=CC=N3)Cl. Drug 2: C1=CN(C(=O)N=C1N)C2C(C(C(O2)CO)O)O.Cl. Cell line: K-562. Synergy scores: CSS=41.4, Synergy_ZIP=-3.09, Synergy_Bliss=-2.65, Synergy_Loewe=-17.0, Synergy_HSA=1.06. (3) Drug 1: CC1C(C(CC(O1)OC2CC(CC3=C2C(=C4C(=C3O)C(=O)C5=C(C4=O)C(=CC=C5)OC)O)(C(=O)CO)O)N)O.Cl. Drug 2: C1CCC(CC1)NC(=O)N(CCCl)N=O. Cell line: RPMI-8226. Synergy scores: CSS=46.8, Synergy_ZIP=-4.24, Synergy_Bliss=0.0441, Synergy_Loewe=2.57, Synergy_HSA=3.04. (4) Drug 1: CN1C2=C(C=C(C=C2)N(CCCl)CCCl)N=C1CCCC(=O)O.Cl. Cell line: EKVX. Drug 2: CC(C)(C#N)C1=CC(=CC(=C1)CN2C=NC=N2)C(C)(C)C#N. Synergy scores: CSS=3.74, Synergy_ZIP=-1.52, Synergy_Bliss=-2.83, Synergy_Loewe=-0.0711, Synergy_HSA=-1.80. (5) Drug 1: C(CC(=O)O)C(=O)CN.Cl. Drug 2: C1CNP(=O)(OC1)N(CCCl)CCCl. Cell line: OVCAR3. Synergy scores: CSS=4.02, Synergy_ZIP=0.483, Synergy_Bliss=2.81, Synergy_Loewe=-8.34, Synergy_HSA=-3.02. (6) Drug 1: CCCS(=O)(=O)NC1=C(C(=C(C=C1)F)C(=O)C2=CNC3=C2C=C(C=N3)C4=CC=C(C=C4)Cl)F. Drug 2: N.N.Cl[Pt+2]Cl. Cell line: SK-MEL-5. Synergy scores: CSS=24.3, Synergy_ZIP=3.06, Synergy_Bliss=5.41, Synergy_Loewe=-10.7, Synergy_HSA=2.42. (7) Drug 1: CCC1(C2=C(COC1=O)C(=O)N3CC4=CC5=C(C=CC(=C5CN(C)C)O)N=C4C3=C2)O.Cl. Drug 2: C(CCl)NC(=O)N(CCCl)N=O. Cell line: NCI-H226. Synergy scores: CSS=10.9, Synergy_ZIP=-1.93, Synergy_Bliss=-0.410, Synergy_Loewe=-10.3, Synergy_HSA=-1.51.